Task: Predict the reaction yield, written as a fraction of the theoretical maximum amount of product (1.0 means a 100% yield; for example, 0.34 means a 34% yield).. Dataset: Reaction yield outcomes from USPTO patents with 853,638 reactions (1) The reactants are Cl[C:2]1[N:7]=[C:6]([C:8]2[N:12]3[CH:13]=[CH:14][CH:15]=[CH:16][C:11]3=[N:10][C:9]=2[C:17]2[CH:18]=[C:19]([CH:31]=[CH:32][CH:33]=2)[C:20]([NH:22][C:23]2[C:28]([F:29])=[CH:27][CH:26]=[CH:25][C:24]=2[F:30])=[O:21])[CH:5]=[CH:4][N:3]=1.[CH2:34]([O:36][C:37]1[CH:43]=[C:42]([N:44]2[CH2:49][CH2:48][N:47]([CH2:50][CH2:51][CH3:52])[CH2:46][CH2:45]2)[CH:41]=[CH:40][C:38]=1[NH2:39])[CH3:35].C1(C)C=CC(S(O)(=O)=O)=CC=1.C[O-].[Na+]. The catalyst is CC(O)C. The product is [F:30][C:24]1[CH:25]=[CH:26][CH:27]=[C:28]([F:29])[C:23]=1[NH:22][C:20](=[O:21])[C:19]1[CH:31]=[CH:32][CH:33]=[C:17]([C:9]2[N:10]=[C:11]3[CH:16]=[CH:15][CH:14]=[CH:13][N:12]3[C:8]=2[C:6]2[CH:5]=[CH:4][N:3]=[C:2]([NH:39][C:38]3[CH:40]=[CH:41][C:42]([N:44]4[CH2:49][CH2:48][N:47]([CH2:50][CH2:51][CH3:52])[CH2:46][CH2:45]4)=[CH:43][C:37]=3[O:36][CH2:34][CH3:35])[N:7]=2)[CH:18]=1. The yield is 0.470. (2) The reactants are [F:1][C:2]1[CH:7]=[CH:6][C:5]([C:8]2(/[CH:14]=[CH:15]/[C:16]([O:18][CH2:19][CH3:20])=[O:17])[CH2:13][CH2:12][CH2:11][CH2:10][CH2:9]2)=[CH:4][CH:3]=1. The catalyst is CO.[Pd]. The product is [F:1][C:2]1[CH:3]=[CH:4][C:5]([C:8]2([CH2:14][CH2:15][C:16]([O:18][CH2:19][CH3:20])=[O:17])[CH2:13][CH2:12][CH2:11][CH2:10][CH2:9]2)=[CH:6][CH:7]=1. The yield is 0.990.